From a dataset of Full USPTO retrosynthesis dataset with 1.9M reactions from patents (1976-2016). Predict the reactants needed to synthesize the given product. (1) Given the product [C:15]1([CH:14]2[CH2:13][CH:2]([C:1]([O:11][CH3:12])=[O:10])[CH2:3][CH2:4][CH:5]2[C:6]([O:8][CH3:9])=[O:7])[CH:20]=[CH:19][CH:18]=[CH:17][CH:16]=1, predict the reactants needed to synthesize it. The reactants are: [C:1]([O:11][CH3:12])(=[O:10])/[CH:2]=[CH:3]/[CH:4]=[CH:5]/[C:6]([O:8][CH3:9])=[O:7].[CH2:13]=[CH:14][C:15]1[CH:20]=[CH:19][CH:18]=[CH:17][CH:16]=1.C(C1C=CC=C(O)C=1O)(C)(C)C. (2) Given the product [CH3:2][C:3]1[CH:4]=[CH:5][C:6]([C:12]2[CH:17]=[CH:16][N:15]=[CH:14][CH:13]=2)=[C:7]([CH:11]=1)[C:8]([N:21]1[CH2:22][CH2:23][NH:18][C:19](=[O:24])[CH2:20]1)=[O:10], predict the reactants needed to synthesize it. The reactants are: Cl.[CH3:2][C:3]1[CH:4]=[CH:5][C:6]([C:12]2[CH:17]=[CH:16][N:15]=[CH:14][CH:13]=2)=[C:7]([CH:11]=1)[C:8]([OH:10])=O.[NH:18]1[CH2:23][CH2:22][NH:21][CH2:20][C:19]1=[O:24].C(N(CC)CC)C.CN(C=O)C.